This data is from Full USPTO retrosynthesis dataset with 1.9M reactions from patents (1976-2016). The task is: Predict the reactants needed to synthesize the given product. (1) Given the product [Br:20][C:3]1[C:2]([Cl:1])=[CH:7][CH:6]=[CH:5][C:4]=1[CH2:13][N:14]1[N:18]=[N:17][C:16]([CH3:19])=[N:15]1, predict the reactants needed to synthesize it. The reactants are: [Cl:1][C:2]1[CH:7]=[CH:6][C:5](/C=C/C(O)=O)=[C:4]([CH2:13][N:14]2[N:18]=[N:17][C:16]([CH3:19])=[N:15]2)[CH:3]=1.[Br:20]C1C(Cl)=CC=CC=1CBr.CC1NN=NN=1. (2) Given the product [Br:1][C:2]1[CH:3]=[N:4][C:5]([N:9]2[CH2:14][CH2:13][O:12][CH2:11][CH2:10]2)=[N:6][CH:7]=1, predict the reactants needed to synthesize it. The reactants are: [Br:1][C:2]1[CH:3]=[N:4][C:5](Cl)=[N:6][CH:7]=1.[NH:9]1[CH2:14][CH2:13][O:12][CH2:11][CH2:10]1.C(N(C(C)C)CC)(C)C.[Cl-].[NH4+]. (3) Given the product [ClH:1].[Cl:1][C:2]1[CH:3]=[C:4]([F:10])[C:5]([CH2:8][Cl:13])=[N:6][CH:7]=1, predict the reactants needed to synthesize it. The reactants are: [Cl:1][C:2]1[CH:3]=[C:4]([F:10])[C:5]([CH2:8]O)=[N:6][CH:7]=1.S(Cl)([Cl:13])=O.